From a dataset of Reaction yield outcomes from USPTO patents with 853,638 reactions. Predict the reaction yield, written as a fraction of the theoretical maximum amount of product (1.0 means a 100% yield; for example, 0.34 means a 34% yield). The reactants are [SH:1][CH2:2][CH2:3][CH2:4][CH2:5][CH2:6][CH2:7][CH2:8][CH2:9][CH2:10][CH2:11][CH2:12][O:13][CH2:14][CH2:15][O:16][CH2:17][CH2:18][O:19][CH2:20][CH2:21][O:22][CH2:23][CH2:24][O:25][CH2:26][CH2:27][O:28][CH2:29][CH2:30][OH:31].[C:32]1([C:38](Cl)([C:45]2[CH:50]=[CH:49][CH:48]=[CH:47][CH:46]=2)[C:39]2[CH:44]=[CH:43][CH:42]=[CH:41][CH:40]=2)[CH:37]=[CH:36][CH:35]=[CH:34][CH:33]=1. The catalyst is C1COCC1. The product is [C:38]([S:1][CH2:2][CH2:3][CH2:4][CH2:5][CH2:6][CH2:7][CH2:8][CH2:9][CH2:10][CH2:11][CH2:12][O:13][CH2:14][CH2:15][O:16][CH2:17][CH2:18][O:19][CH2:20][CH2:21][O:22][CH2:23][CH2:24][O:25][CH2:26][CH2:27][O:28][CH2:29][CH2:30][OH:31])([C:32]1[CH:37]=[CH:36][CH:35]=[CH:34][CH:33]=1)([C:45]1[CH:46]=[CH:47][CH:48]=[CH:49][CH:50]=1)[C:39]1[CH:40]=[CH:41][CH:42]=[CH:43][CH:44]=1. The yield is 0.490.